Dataset: Forward reaction prediction with 1.9M reactions from USPTO patents (1976-2016). Task: Predict the product of the given reaction. (1) Given the reactants [CH2:1]([CH:4]([CH2:15][CH:16]=[CH2:17])[CH2:5][O:6][SiH2:7][C:8]1[CH:13]=[CH:12][C:11](I)=[CH:10][CH:9]=1)[CH:2]=[CH2:3].C([Mg]Cl)(C)C.C(C(CC=C)CO[SiH2]C1C=CC([Mg]Cl)=CC=1)C=C.C(O[B:45]1[O:49][C:48]([CH3:51])([CH3:50])[C:47]([CH3:53])([CH3:52])[O:46]1)(C)C, predict the reaction product. The product is: [CH2:1]([CH:4]([CH2:15][CH:16]=[CH2:17])[CH2:5][O:6][SiH2:7][C:8]1[CH:13]=[CH:12][C:11]([B:45]2[O:49][C:48]([CH3:51])([CH3:50])[C:47]([CH3:53])([CH3:52])[O:46]2)=[CH:10][CH:9]=1)[CH:2]=[CH2:3]. (2) Given the reactants [Cl:1][C:2]1[CH:7]=[CH:6][C:5]([S:8](Cl)(=[O:10])=[O:9])=[CH:4][N:3]=1.[NH:12]1[CH2:17][CH2:16][O:15][CH2:14][CH2:13]1.CCN(C(C)C)C(C)C, predict the reaction product. The product is: [Cl:1][C:2]1[N:3]=[CH:4][C:5]([S:8]([N:12]2[CH2:17][CH2:16][O:15][CH2:14][CH2:13]2)(=[O:10])=[O:9])=[CH:6][CH:7]=1. (3) Given the reactants [O:1]([C:8]1[CH:17]=[CH:16][C:11]2[N:12]=[C:13]([NH2:15])[S:14][C:10]=2[CH:9]=1)[C:2]1[CH:7]=[CH:6][CH:5]=[CH:4][CH:3]=1.Br[CH:19]([CH2:24][CH3:25])[C:20]([O:22]C)=[O:21].[CH3:26][C:27]1[CH:36]=[CH:35][C:30]2N=C(N)S[C:29]=2[CH:28]=1.BrC(CC)[C:39](OCC)=[O:40], predict the reaction product. The product is: [CH3:26][C:27]1[CH:36]=[CH:35][C:30]([C:39]([N:15]=[C:13]2[N:12]([CH:19]([CH2:24][CH3:25])[C:20]([OH:22])=[O:21])[C:11]3[CH:16]=[CH:17][C:8]([O:1][C:2]4[CH:3]=[CH:4][CH:5]=[CH:6][CH:7]=4)=[CH:9][C:10]=3[S:14]2)=[O:40])=[CH:29][CH:28]=1. (4) Given the reactants [CH2:1]([C@H:3]1[C@H:12]([CH2:13][CH3:14])[C@@H:11]([NH:15][C:16](=[O:22])[O:17][C:18]([CH3:21])([CH3:20])[CH3:19])[C:10]2[C:5](=[CH:6][CH:7]=[CH:8][CH:9]=2)[NH:4]1)[CH3:2].CCN(C(C)C)C(C)C.[C:32](Cl)(=[O:34])[CH3:33], predict the reaction product. The product is: [C:32]([N:4]1[C:5]2[C:10](=[CH:9][CH:8]=[CH:7][CH:6]=2)[C@H:11]([NH:15][C:16](=[O:22])[O:17][C:18]([CH3:20])([CH3:19])[CH3:21])[C@@H:12]([CH2:13][CH3:14])[C@@H:3]1[CH2:1][CH3:2])(=[O:34])[CH3:33]. (5) Given the reactants N([O-])=O.[Na+].CC(C)=O.C(=O)=O.N[C:13]1[CH:18]=[CH:17][C:16]([CH3:19])=[CH:15][CH:14]=1.[ClH:20].[C:21]([O:25][CH3:26])(=[O:24])[CH:22]=[CH2:23], predict the reaction product. The product is: [CH3:26][O:25][C:21](=[O:24])[CH:22]([Cl:20])[CH2:23][C:13]1[CH:18]=[CH:17][C:16]([CH3:19])=[CH:15][CH:14]=1. (6) Given the reactants [C:1](=O)([O-])OC1C=CC(S(N2C3C(=CC=C(F)C=3)NC(=O)[C@@H]2CC)(=O)=O)=CC=1.IC.[CH2:30]([C@@H:32]1[N:41]([S:42]([C:45]2[CH:50]=[CH:49][C:48]([OH:51])=[CH:47][CH:46]=2)(=[O:44])=[O:43])[C:40]2[C:35](=[CH:36][CH:37]=[C:38](F)[CH:39]=2)[N:34]([CH2:53]CC)[C:33]1=[O:56])[CH3:31], predict the reaction product. The product is: [CH2:30]([C@@H:32]1[N:41]([S:42]([C:45]2[CH:46]=[CH:47][C:48]([OH:51])=[CH:49][CH:50]=2)(=[O:43])=[O:44])[C:40]2[C:35](=[CH:36][CH:37]=[C:38]([CH3:1])[CH:39]=2)[N:34]([CH3:53])[C:33]1=[O:56])[CH3:31].